Dataset: Reaction yield outcomes from USPTO patents with 853,638 reactions. Task: Predict the reaction yield, written as a fraction of the theoretical maximum amount of product (1.0 means a 100% yield; for example, 0.34 means a 34% yield). (1) The reactants are [CH:1]1[C:10]2[C:5](=[CH:6][CH:7]=[CH:8][CH:9]=2)[CH:4]=[CH:3][N:2]=1.C[O:12][C:13]1[CH:14]=C2C(=CC=1)C(=O)NC=C2.C1C(=O)N([Cl:31])C(=O)C1. The catalyst is CC#N. The product is [Cl:31][C:1]1[C:10]2[C:5](=[C:6]3[CH2:14][CH2:13][O:12][C:7]3=[CH:8][CH:9]=2)[CH:4]=[CH:3][N:2]=1. The yield is 0.720. (2) The reactants are [CH:1]1([CH2:4][O:5][NH:6][C:7]([C:9]2[C:22]([NH:23][C:24]3[CH:29]=[CH:28][C:27]([Br:30])=[CH:26][C:25]=3[CH3:31])=[C:21]([F:32])[C:12]3[N:13]=[CH:14][N:15]([CH2:16][CH2:17]CC=C)[C:11]=3[CH:10]=2)=[O:8])[CH2:3][CH2:2]1.C[N+]1([O-])CC[O:37]CC1.[CH3:41][C:42]([OH:45])(C)[CH3:43]. The catalyst is C1COCC1.O.O=[Os](=O)(=O)=O. The product is [CH:1]1([CH2:4][O:5][NH:6][C:7]([C:9]2[C:22]([NH:23][C:24]3[CH:29]=[CH:28][C:27]([Br:30])=[CH:26][C:25]=3[CH3:31])=[C:21]([F:32])[C:12]3[N:13]=[CH:14][N:15]([CH2:16][CH2:17][CH2:41][CH:42]([OH:45])[CH2:43][OH:37])[C:11]=3[CH:10]=2)=[O:8])[CH2:3][CH2:2]1. The yield is 0.740. (3) The reactants are [C:1]([O:5][C:6]([C@@H:8]1[CH2:12][C@@H:11]([OH:13])[CH2:10][C@H:9]1[C:14](=[O:26])[NH:15][C@:16]1([C:21]([O:23][CH2:24][CH3:25])=[O:22])[CH2:18][C@H:17]1[CH:19]=[CH2:20])=[O:7])([CH3:4])([CH3:3])[CH3:2].[C:27]1([C:33]2[CH:42]=[C:41](O)[C:40]3[C:35](=[CH:36][C:37]([O:44][CH3:45])=[CH:38][CH:39]=3)[N:34]=2)[CH:32]=[CH:31][CH:30]=[CH:29][CH:28]=1.C1(P(C2C=CC=CC=2)C2C=CC=CC=2)C=CC=CC=1.CC(OC(/N=N/C(OC(C)C)=O)=O)C. The catalyst is C1COCC1. The product is [C:1]([O:5][C:6]([C@@H:8]1[CH2:12][C@H:11]([O:13][C:41]2[C:40]3[C:35](=[CH:36][C:37]([O:44][CH3:45])=[CH:38][CH:39]=3)[N:34]=[C:33]([C:27]3[CH:28]=[CH:29][CH:30]=[CH:31][CH:32]=3)[CH:42]=2)[CH2:10][C@H:9]1[C:14](=[O:26])[NH:15][C@:16]1([C:21]([O:23][CH2:24][CH3:25])=[O:22])[CH2:18][C@H:17]1[CH:19]=[CH2:20])=[O:7])([CH3:4])([CH3:2])[CH3:3]. The yield is 0.680. (4) The reactants are [CH3:1][NH:2][CH3:3].Br[CH:5]1[CH:11]([OH:12])[CH2:10][CH:9]2[CH:6]1[CH2:7][CH2:8]2.C1C[O:16]CC1. The catalyst is CC(C)=O. The product is [CH3:1][N:2]([CH3:3])[CH:9]1[CH:10]2[CH:11]([OH:12])[CH2:5][CH:6]1[C:7](=[O:16])[CH2:8]2. The yield is 0.910. (5) The reactants are Br[C:2]1[CH:7]=[CH:6][CH:5]=[CH:4][CH:3]=1.[C:8]([N:11]1[C:20]2[C:15](=[CH:16][C:17]([N:21]3[CH2:26][CH2:25][CH:24]([NH:27][C:28](=[O:34])[O:29][C:30]([CH3:33])([CH3:32])[CH3:31])[CH2:23][CH2:22]3)=[CH:18][CH:19]=2)[C@H:14]([NH2:35])[C@@H:13]([CH3:36])[C@@H:12]1[CH3:37])(=[O:10])[CH3:9].CN(C1C(C2C(P(C3CCCCC3)C3CCCCC3)=CC=CC=2)=CC=CC=1)C.CC(C)([O-])C.[Na+]. The catalyst is O1CCOCC1.C1C=CC(/C=C/C(/C=C/C2C=CC=CC=2)=O)=CC=1.C1C=CC(/C=C/C(/C=C/C2C=CC=CC=2)=O)=CC=1.C1C=CC(/C=C/C(/C=C/C2C=CC=CC=2)=O)=CC=1.[Pd].[Pd]. The product is [C:8]([N:11]1[C:20]2[C:15](=[CH:16][C:17]([N:21]3[CH2:22][CH2:23][CH:24]([NH:27][C:28](=[O:34])[O:29][C:30]([CH3:31])([CH3:33])[CH3:32])[CH2:25][CH2:26]3)=[CH:18][CH:19]=2)[C@H:14]([NH:35][C:2]2[CH:7]=[CH:6][CH:5]=[CH:4][CH:3]=2)[C@@H:13]([CH3:36])[C@@H:12]1[CH3:37])(=[O:10])[CH3:9]. The yield is 0.380.